From a dataset of Forward reaction prediction with 1.9M reactions from USPTO patents (1976-2016). Predict the product of the given reaction. (1) Given the reactants [F:1][C:2]([F:22])([F:21])[C:3]1[N:8]=[CH:7][C:6]([CH2:9][NH:10][C:11]2[C:12]3[CH2:20][NH:19][CH2:18][CH2:17][C:13]=3[N:14]=[CH:15][N:16]=2)=[CH:5][CH:4]=1.F[C:24]1[CH:31]=[CH:30][C:29]([F:32])=[CH:28][C:25]=1[C:26]#[N:27].C(#N)C.C(N(CC)C(C)C)(C)C, predict the reaction product. The product is: [F:32][C:29]1[CH:30]=[CH:31][C:24]([N:19]2[CH2:18][CH2:17][C:13]3[N:14]=[CH:15][N:16]=[C:11]([NH:10][CH2:9][C:6]4[CH:7]=[N:8][C:3]([C:2]([F:21])([F:1])[F:22])=[CH:4][CH:5]=4)[C:12]=3[CH2:20]2)=[C:25]([CH:28]=1)[C:26]#[N:27]. (2) Given the reactants CC([O-])=O.CC([O-])=O.[Pd+2:9].[CH:10]1([P:16]([CH:38]2[CH2:43][CH2:42][CH2:41][CH2:40][CH2:39]2)[C:17]2[CH:22]=[CH:21][CH:20]=[CH:19][C:18]=2[C:23]2[C:28]([CH:29]([CH3:31])[CH3:30])=[CH:27][C:26]([CH:32]([CH3:34])[CH3:33])=[CH:25][C:24]=2[CH:35]([CH3:37])[CH3:36])[CH2:15][CH2:14][CH2:13][CH2:12][CH2:11]1, predict the reaction product. The product is: [CH:10]1([P:16]([CH:38]2[CH2:43][CH2:42][CH2:41][CH2:40][CH2:39]2)[C:17]2[CH:22]=[CH:21][CH:20]=[CH:19][C:18]=2[C:23]2[C:28]([CH:29]([CH3:30])[CH3:31])=[CH:27][C:26]([CH:32]([CH3:33])[CH3:34])=[CH:25][C:24]=2[CH:35]([CH3:36])[CH3:37])[CH2:15][CH2:14][CH2:13][CH2:12][CH2:11]1.[Pd:9]. (3) Given the reactants [Br:1][C:2]1[C:3]([CH3:10])=[C:4]([CH2:8][OH:9])[CH:5]=[CH:6][CH:7]=1.[H-].[Na+].Cl[C:14]1[CH:21]=[CH:20][C:17]([C:18]#[N:19])=[CH:16][N:15]=1, predict the reaction product. The product is: [Br:1][C:2]1[C:3]([CH3:10])=[C:4]([CH:5]=[CH:6][CH:7]=1)[CH2:8][O:9][C:14]1[CH:21]=[CH:20][C:17]([C:18]#[N:19])=[CH:16][N:15]=1. (4) The product is: [Cl:1][C:2]1[CH:26]=[C:25]([C:27]([F:28])([F:30])[F:29])[CH:24]=[CH:23][C:3]=1[O:4][C:5]1[CH:10]=[C:9]([O:11][CH2:12][CH2:13][O:14][CH3:15])[CH:8]=[CH:7][C:6]=1/[CH:16]=[CH:17]/[C:18]([OH:20])=[O:19]. Given the reactants [Cl:1][C:2]1[CH:26]=[C:25]([C:27]([F:30])([F:29])[F:28])[CH:24]=[CH:23][C:3]=1[O:4][C:5]1[CH:10]=[C:9]([O:11][CH2:12][CH2:13][O:14][CH3:15])[CH:8]=[CH:7][C:6]=1/[CH:16]=[CH:17]/[C:18]([O:20]CC)=[O:19].[OH-].[Na+], predict the reaction product. (5) Given the reactants [NH2:1][C:2]1[S:3][CH2:4][CH:5]([CH3:7])[N:6]=1.Br[CH2:9][C:10]1[CH:11]=[CH:12][C:13]([Cl:16])=[N:14][CH:15]=1, predict the reaction product. The product is: [Cl:16][C:13]1[N:14]=[CH:15][C:10]([CH2:9][N:6]2[C:5]([CH3:7])=[CH:4][S:3][C:2]2=[N:1][CH2:9][C:10]2[CH:15]=[N:14][C:13]([Cl:16])=[CH:12][CH:11]=2)=[CH:11][CH:12]=1.